This data is from Forward reaction prediction with 1.9M reactions from USPTO patents (1976-2016). The task is: Predict the product of the given reaction. (1) Given the reactants [CH3:1][C:2]1([CH3:25])[C:6]([CH3:10])([CH2:7][CH2:8]O)[C:5](=[O:11])[N:4]([C:12]2[CH:19]=[CH:18][C:15]([C:16]#[N:17])=[C:14]([C:20]([F:23])([F:22])[F:21])[CH:13]=2)[C:3]1=[O:24].C1(P(C2C=CC=CC=2)C2C=CC=CC=2)C=CC=CC=1.C(Br)(Br)(Br)[Br:46], predict the reaction product. The product is: [CH3:1][C:2]1([CH3:25])[C:6]([CH3:10])([CH2:7][CH2:8][Br:46])[C:5](=[O:11])[N:4]([C:12]2[CH:19]=[CH:18][C:15]([C:16]#[N:17])=[C:14]([C:20]([F:23])([F:22])[F:21])[CH:13]=2)[C:3]1=[O:24]. (2) The product is: [C:24]([O:28][C:29](=[O:30])[NH:31][CH:32]1[CH2:36][CH2:35][N:34]([C:2]2[N:10]([CH2:11][C:12]3[CH:19]=[CH:18][CH:17]=[CH:16][C:13]=3[C:14]#[N:15])[C:9]3[C:8](=[O:20])[N:7]([CH3:21])[C:6](=[O:22])[N:5]([CH3:23])[C:4]=3[N:3]=2)[CH2:33]1)([CH3:27])([CH3:25])[CH3:26]. Given the reactants Cl[C:2]1[N:10]([CH2:11][C:12]2[CH:19]=[CH:18][CH:17]=[CH:16][C:13]=2[C:14]#[N:15])[C:9]2[C:8](=[O:20])[N:7]([CH3:21])[C:6](=[O:22])[N:5]([CH3:23])[C:4]=2[N:3]=1.[C:24]([O:28][C:29]([NH:31][C@H:32]1[CH2:36][CH2:35][NH:34][CH2:33]1)=[O:30])([CH3:27])([CH3:26])[CH3:25], predict the reaction product. (3) Given the reactants [CH2:1]([Si:3]([CH2:10][CH3:11])([CH2:8][CH3:9])[CH2:4][C:5]([Br:7])=[CH2:6])[CH3:2].[OH-].[K+].[Br-].[Br-].C([N+](CC)(CC)CC[N+](CC1C=CC=CC=1)(CC)CC)C1C=CC=CC=1.[CH:42]([Br:45])(Br)[Br:43], predict the reaction product. The product is: [CH2:8]([Si:3]([CH2:4][C:5]1([Br:7])[CH2:6][C:42]1([Br:45])[Br:43])([CH2:10][CH3:11])[CH2:1][CH3:2])[CH3:9].